The task is: Regression/Classification. Given a drug SMILES string, predict its toxicity properties. Task type varies by dataset: regression for continuous values (e.g., LD50, hERG inhibition percentage) or binary classification for toxic/non-toxic outcomes (e.g., AMES mutagenicity, cardiotoxicity, hepatotoxicity). Dataset: herg_karim.. This data is from hERG potassium channel inhibition data for cardiac toxicity prediction from Karim et al.. The drug is COc1ccc2c(c1)CCCC21CCN(CCCSc2nnc(-c3ocnc3C)n2C)C1. The result is 1 (blocker).